From a dataset of Full USPTO retrosynthesis dataset with 1.9M reactions from patents (1976-2016). Predict the reactants needed to synthesize the given product. (1) Given the product [F:1][C:2]1[CH:7]=[CH:6][C:5]([C:8](=[N:22][OH:23])[C:9]([C:11]2[CH:16]=[CH:15][N:14]=[CH:13][CH:12]=2)=[O:10])=[CH:4][CH:3]=1, predict the reactants needed to synthesize it. The reactants are: [F:1][C:2]1[CH:7]=[CH:6][C:5]([CH2:8][C:9]([C:11]2[CH:16]=[CH:15][N:14]=[CH:13][CH:12]=2)=[O:10])=[CH:4][CH:3]=1.C([O-])(=O)C.[Na+].[NH2:22][OH:23]. (2) Given the product [CH:12]1[C:13]2[C:17]3[CH:18]=[CH:19][CH:20]=[CH:21][C:16]=3[S:15][C:14]=2[C:9]([C:4]2[CH:5]=[CH:6][CH:7]=[CH:8][C:3]=2[OH:2])=[CH:10][CH:11]=1, predict the reactants needed to synthesize it. The reactants are: C[O:2][C:3]1[CH:8]=[CH:7][CH:6]=[CH:5][C:4]=1[C:9]1[C:14]2[S:15][C:16]3[CH:21]=[CH:20][CH:19]=[CH:18][C:17]=3[C:13]=2[CH:12]=[CH:11][CH:10]=1.Cl.[NH+]1C=CC=CC=1. (3) Given the product [C:20]1([C:13]2[O:14][C:15]([C:16]([F:19])([F:18])[F:17])=[C:11]([C:9]([NH:8][CH2:7][CH2:6][C:5]([OH:26])=[O:4])=[O:10])[N:12]=2)[CH:21]=[CH:22][CH:23]=[CH:24][CH:25]=1, predict the reactants needed to synthesize it. The reactants are: [OH-].[Na+].C[O:4][C:5](=[O:26])[CH2:6][CH2:7][NH:8][C:9]([C:11]1[N:12]=[C:13]([C:20]2[CH:25]=[CH:24][CH:23]=[CH:22][CH:21]=2)[O:14][C:15]=1[C:16]([F:19])([F:18])[F:17])=[O:10]. (4) Given the product [N:1]1([C:18]([O:17][C:14]([CH3:16])([CH3:15])[CH3:13])=[O:19])[CH2:6][CH2:5][CH:4]([CH:7]2[CH2:12][CH2:11][NH:10][CH2:9][CH2:8]2)[CH2:3][CH2:2]1, predict the reactants needed to synthesize it. The reactants are: [NH:1]1[CH2:6][CH2:5][CH:4]([CH:7]2[CH2:12][CH2:11][NH:10][CH2:9][CH2:8]2)[CH2:3][CH2:2]1.[CH3:13][C:14]([O:17][C:18](ON=C(C1C=CC=CC=1)C#N)=[O:19])([CH3:16])[CH3:15].C([O-])([O-])=O.[K+].[K+]. (5) Given the product [C:18](=[O:19])([O-:23])[O-:21].[CH3:1][N+:2]([CH3:18])([CH3:17])[CH2:3][CH2:4][CH2:5][CH2:6][CH2:7][CH2:8][CH2:9][CH2:10][CH2:11][CH2:12][CH2:13][CH2:14][CH2:15][CH3:16].[CH3:1][N+:2]([CH2:3][CH2:4][CH2:5][CH2:6][CH2:7][CH2:8][CH2:9][CH2:10][CH2:11][CH2:12][CH2:13][CH2:14][CH2:15][CH3:16])([CH3:18])[CH3:17], predict the reactants needed to synthesize it. The reactants are: [CH3:1][N:2]([CH3:17])[CH2:3][CH2:4][CH2:5][CH2:6][CH2:7][CH2:8][CH2:9][CH2:10][CH2:11][CH2:12][CH2:13][CH2:14][CH2:15][CH3:16].[C:18](=[O:23])([O:21]C)[O:19]C. (6) Given the product [NH2:2][CH2:1][C:3]1[CH:4]=[C:5]([C:9]2[CH:10]=[CH:11][C:12]([S:15]([NH:18][C@H:19]([C:23]([O:25][CH3:26])=[O:24])[CH:20]([CH3:21])[CH3:22])(=[O:17])=[O:16])=[CH:13][CH:14]=2)[CH:6]=[CH:7][CH:8]=1, predict the reactants needed to synthesize it. The reactants are: [C:1]([C:3]1[CH:4]=[C:5]([C:9]2[CH:14]=[CH:13][C:12]([S:15]([NH:18][C@H:19]([C:23]([O:25][CH3:26])=[O:24])[CH:20]([CH3:22])[CH3:21])(=[O:17])=[O:16])=[CH:11][CH:10]=2)[CH:6]=[CH:7][CH:8]=1)#[N:2].N.CO. (7) Given the product [CH3:1][C:2]1([CH3:14])[C:6]2[CH:7]=[C:8](/[CH:18]=[CH:17]\[CH2:23][OH:25])[CH:9]=[CH:10][C:5]=2[O:4][CH2:3]1, predict the reactants needed to synthesize it. The reactants are: [CH3:1][C:2]1([CH3:14])[C:6]2[CH:7]=[C:8](B(O)O)[CH:9]=[CH:10][C:5]=2[O:4][CH2:3]1.CO.[C:17]1([CH3:23])C=CC=C[CH:18]=1.C(=O)([O-])[O-:25].[Na+].[Na+].